From a dataset of Reaction yield outcomes from USPTO patents with 853,638 reactions. Predict the reaction yield, written as a fraction of the theoretical maximum amount of product (1.0 means a 100% yield; for example, 0.34 means a 34% yield). (1) The reactants are [C:1](Cl)(=[O:8])[C:2]1[CH:7]=[CH:6][CH:5]=[CH:4][CH:3]=1.[CH3:10][C:11]1[O:15][N:14]=[C:13]([CH2:16][OH:17])[CH:12]=1.CCN(CC)CC. The catalyst is CN(C1C=CN=CC=1)C.C(Cl)Cl. The product is [C:1]([O:17][CH2:16][C:13]1[CH:12]=[C:11]([CH3:10])[O:15][N:14]=1)(=[O:8])[C:2]1[CH:7]=[CH:6][CH:5]=[CH:4][CH:3]=1. The yield is 0.890. (2) The reactants are [CH:1]1[C:6](=[O:7])[C:5]([OH:8])=[CH:4][O:3][C:2]=1[CH2:9][OH:10].C([O-])([O-])=O.[Cs+].[Cs+].[Br:17][CH2:18][CH2:19][CH2:20][CH2:21][CH2:22]Br. The catalyst is CN(C=O)C. The product is [Br:17][CH2:18][CH2:19][CH2:20][CH2:21][CH2:22][O:8][C:5]1[C:6](=[O:7])[CH:1]=[C:2]([CH2:9][OH:10])[O:3][CH:4]=1. The yield is 0.460. (3) The reactants are Br[C:2]1[CH:3]=[CH:4][C:5]2[NH:6][C:7]3[C:12]([C:13]=2[CH:14]=1)=[CH:11][C:10](Br)=[CH:9][CH:8]=3.[C:16]1(B(O)O)[CH:21]=[CH:20][CH:19]=[CH:18][CH:17]=1.C(=O)([O-])[O-].[K+].[K+]. The catalyst is O1CCOCC1.O.C1C=CC([P]([Pd]([P](C2C=CC=CC=2)(C2C=CC=CC=2)C2C=CC=CC=2)([P](C2C=CC=CC=2)(C2C=CC=CC=2)C2C=CC=CC=2)[P](C2C=CC=CC=2)(C2C=CC=CC=2)C2C=CC=CC=2)(C2C=CC=CC=2)C2C=CC=CC=2)=CC=1. The product is [C:16]1([C:2]2[CH:3]=[CH:4][C:5]3[NH:6][C:7]4[C:12]([C:13]=3[CH:14]=2)=[CH:11][C:10]([C:2]2[CH:3]=[CH:4][CH:5]=[CH:13][CH:14]=2)=[CH:9][CH:8]=4)[CH:21]=[CH:20][CH:19]=[CH:18][CH:17]=1. The yield is 0.630. (4) The reactants are [CH2:1]([NH:8][C:9](=[O:31])[N:10]([C:12]1[N:17]=[C:16]([C:18]2[CH:23]=[CH:22][C:21]([CH:24]=[CH:25][C:26]([O:28]CC)=[O:27])=[CH:20][CH:19]=2)[CH:15]=[CH:14][CH:13]=1)[CH3:11])[CH2:2][CH2:3][CH2:4][CH2:5][CH2:6][CH3:7].[OH-].[Na+].C(NC(=O)N(C1N=C(C2C=CC(CCC(OCC)=O)=CC=2)C=CC=1)C)CCCCCC.O1CCCC1.CO. The catalyst is CO.[Pd].C(O)(=O)C.O. The product is [CH2:1]([NH:8][C:9](=[O:31])[N:10]([C:12]1[N:17]=[C:16]([C:18]2[CH:23]=[CH:22][C:21]([CH2:24][CH2:25][C:26]([OH:28])=[O:27])=[CH:20][CH:19]=2)[CH:15]=[CH:14][CH:13]=1)[CH3:11])[CH2:2][CH2:3][CH2:4][CH2:5][CH2:6][CH3:7]. The yield is 0.690. (5) The reactants are [CH3:1][C:2]1[CH:3]=[C:4]([C:9]2[N:10]=[C:11]([NH2:20])[S:12][C:13]=2[C:14]2[CH:19]=[CH:18][N:17]=[CH:16][CH:15]=2)[CH:5]=[C:6]([CH3:8])[CH:7]=1.Cl.[C:22](Cl)(=[O:29])[C:23]1[CH:28]=[CH:27][N:26]=[CH:25][CH:24]=1.C(=O)([O-])O.[Na+]. The catalyst is CN(C)C1C=CN=CC=1.CN(C)C(=O)C. The product is [CH3:1][C:2]1[CH:3]=[C:4]([C:9]2[N:10]=[C:11]([NH:20][C:22](=[O:29])[C:23]3[CH:28]=[CH:27][N:26]=[CH:25][CH:24]=3)[S:12][C:13]=2[C:14]2[CH:19]=[CH:18][N:17]=[CH:16][CH:15]=2)[CH:5]=[C:6]([CH3:8])[CH:7]=1. The yield is 0.320. (6) The reactants are [Mg].Br[CH2:3][CH2:4][CH2:5][CH:6]=[CH2:7].[CH3:8][O:9][CH2:10][C@H:11]1[CH2:13][O:12]1. The catalyst is C1COCC1.[Cu](Br)Br.II. The product is [CH3:8][O:9][CH2:10][C@H:11]([OH:12])[CH2:13][CH2:7][CH2:6][CH2:5][CH:4]=[CH2:3]. The yield is 0.810.